Dataset: Catalyst prediction with 721,799 reactions and 888 catalyst types from USPTO. Task: Predict which catalyst facilitates the given reaction. (1) Product: [CH2:1]([O:3][C:4](=[O:15])[CH2:5][N:6]1[C:11]([CH3:12])=[CH:10][N:9]=[C:8]([NH:25][CH2:24][CH2:23][O:22][C:17]2[CH:18]=[CH:19][CH:20]=[CH:21][N:16]=2)[C:7]1=[O:14])[CH3:2]. The catalyst class is: 40. Reactant: [CH2:1]([O:3][C:4](=[O:15])[CH2:5][N:6]1[C:11]([CH3:12])=[CH:10][N:9]=[C:8](Br)[C:7]1=[O:14])[CH3:2].[N:16]1[CH:21]=[CH:20][CH:19]=[CH:18][C:17]=1[O:22][CH2:23][CH2:24][NH2:25]. (2) Reactant: CC(O)C.O.NN.[Cl:8][C:9]1[CH:10]=[CH:11][C:12]([O:27][CH2:28][C:29]2[O:33][N:32]=[C:31]([CH3:34])[CH:30]=2)=[C:13]([CH:26]=1)[CH2:14][N:15]1C(=O)C2C(=CC=CC=2)C1=O. Product: [Cl:8][C:9]1[CH:10]=[CH:11][C:12]([O:27][CH2:28][C:29]2[O:33][N:32]=[C:31]([CH3:34])[CH:30]=2)=[C:13]([CH:26]=1)[CH2:14][NH2:15]. The catalyst class is: 1. (3) Reactant: Br[C:2]1[CH:7]=[C:6]([O:8][CH3:9])[CH:5]=[C:4]([Br:10])[CH:3]=1.C([Li])CCC.CN([CH:19]=[O:20])C. Product: [Br:10][C:4]1[CH:3]=[C:2]([CH:7]=[C:6]([O:8][CH3:9])[CH:5]=1)[CH:19]=[O:20]. The catalyst class is: 27. (4) Reactant: Cl.[Si]([O:19][CH2:20][CH2:21][C:22]1[C:23](=[O:51])[N:24]([C:28]2[CH:33]=[CH:32][C:31]([N:34]3[CH2:38][C@H:37]([CH2:39][NH:40][C:41]([C:43]4[S:44][C:45]([Cl:48])=[CH:46][CH:47]=4)=[O:42])[O:36][C:35]3=[O:49])=[CH:30][C:29]=2[CH3:50])[CH:25]=[CH:26][CH:27]=1)(C(C)(C)C)(C1C=CC=CC=1)C1C=CC=CC=1. Product: [Cl:48][C:45]1[S:44][C:43]([C:41]([NH:40][CH2:39][C@@H:37]2[O:36][C:35](=[O:49])[N:34]([C:31]3[CH:32]=[CH:33][C:28]([N:24]4[CH:25]=[CH:26][CH:27]=[C:22]([CH2:21][CH2:20][OH:19])[C:23]4=[O:51])=[C:29]([CH3:50])[CH:30]=3)[CH2:38]2)=[O:42])=[CH:47][CH:46]=1. The catalyst class is: 138. (5) Reactant: [OH:1][CH2:2][CH2:3][C:4]1([CH3:17])[CH2:9][CH2:8][N:7]([C:10]([O:12][C:13]([CH3:16])([CH3:15])[CH3:14])=[O:11])[CH2:6][CH2:5]1.C(N(CC)CC)C.[C:25]1([CH3:35])[CH:30]=[CH:29][C:28]([S:31](Cl)(=[O:33])=[O:32])=[CH:27][CH:26]=1. Product: [CH3:17][C:4]1([CH2:3][CH2:2][O:1][S:31]([C:28]2[CH:29]=[CH:30][C:25]([CH3:35])=[CH:26][CH:27]=2)(=[O:33])=[O:32])[CH2:5][CH2:6][N:7]([C:10]([O:12][C:13]([CH3:16])([CH3:15])[CH3:14])=[O:11])[CH2:8][CH2:9]1. The catalyst class is: 4.